Dataset: Full USPTO retrosynthesis dataset with 1.9M reactions from patents (1976-2016). Task: Predict the reactants needed to synthesize the given product. (1) Given the product [CH3:12][C:13]1[CH:19]=[CH:18][CH:17]=[CH:16][C:14]=1[N:15]1[CH:4]=[CH:5][CH:6]=[C:7]([C:8]([O:10][CH3:11])=[O:9])[C:2]1=[O:3], predict the reactants needed to synthesize it. The reactants are: O=[C:2]1[C:7]([C:8]([O:10][CH3:11])=[O:9])=[CH:6][CH:5]=[CH:4][O:3]1.[CH3:12][C:13]1[CH:19]=[CH:18][CH:17]=[CH:16][C:14]=1[NH2:15].Cl.C(N=C=NCCCN(C)C)C.Cl. (2) Given the product [I:35][C:6]1[CH:7]=[C:8]2[CH2:23][C@@:13]3([C:21]4[C:16](=[N:17][CH:18]=[CH:19][CH:20]=4)[NH:15][C:14]3=[O:22])[CH2:12][C:9]2=[N:10][CH:11]=1, predict the reactants needed to synthesize it. The reactants are: N([O-])=O.[Na+].N[C:6]1[CH:7]=[C:8]2[CH2:23][C@@:13]3([C:21]4[C:16](=[N:17][CH:18]=[CH:19][CH:20]=4)[NH:15][C:14]3=[O:22])[CH2:12][C:9]2=[N:10][CH:11]=1.C1(C)C=CC(S(O)(=O)=O)=CC=1.[I-:35].[K+].[OH-].[Na+].II.S([O-])([O-])(=O)=S.[Na+].[Na+]. (3) Given the product [N:26]([CH2:14][C:4]1[CH:5]=[C:6]([O:9][C:10]([F:13])([F:12])[F:11])[CH:7]=[CH:8][C:3]=1[O:2][CH3:1])=[N+:27]=[N-:28], predict the reactants needed to synthesize it. The reactants are: [CH3:1][O:2][C:3]1[CH:8]=[CH:7][C:6]([O:9][C:10]([F:13])([F:12])[F:11])=[CH:5][C:4]=1[CH2:14]O.S(Cl)(Cl)=O.C([O-])([O-])=O.[K+].[K+].[N-:26]=[N+:27]=[N-:28].[Na+]. (4) Given the product [CH2:1]([O:3][C:4](=[O:33])[CH2:5][N:6]([CH:14]1[CH2:19][CH2:18][N:17]([CH:20]2[CH2:21][CH2:22][NH:23][CH2:24][CH2:25]2)[CH2:16][CH2:15]1)[C:7]([O:9][C:10]([CH3:13])([CH3:11])[CH3:12])=[O:8])[CH3:2], predict the reactants needed to synthesize it. The reactants are: [CH2:1]([O:3][C:4](=[O:33])[CH2:5][N:6]([CH:14]1[CH2:19][CH2:18][N:17]([CH:20]2[CH2:25][CH2:24][N:23](CC3C=CC=CC=3)[CH2:22][CH2:21]2)[CH2:16][CH2:15]1)[C:7]([O:9][C:10]([CH3:13])([CH3:12])[CH3:11])=[O:8])[CH3:2].[H][H]. (5) Given the product [C:32]([C:31]1[CH:34]=[CH:35][C:28]([CH2:27][N:20]2[CH2:19][CH:18]3[O:24][CH:22]([CH2:23][N:16]([CH2:15][CH2:14][NH:13][C:12](=[O:25])[O:11][C:7]([CH3:10])([CH3:8])[CH3:9])[CH2:17]3)[CH2:21]2)=[CH:29][CH:30]=1)#[N:33], predict the reactants needed to synthesize it. The reactants are: C(=O)([O-])[O-].[K+].[K+].[C:7]([O:11][C:12](=[O:25])[NH:13][CH2:14][CH2:15][N:16]1[CH2:23][CH:22]2[O:24][CH:18]([CH2:19][NH:20][CH2:21]2)[CH2:17]1)([CH3:10])([CH3:9])[CH3:8].Br[CH2:27][C:28]1[CH:35]=[CH:34][C:31]([C:32]#[N:33])=[CH:30][CH:29]=1.C(O)(=O)C.C(O)=O. (6) Given the product [Br:1][C:2]1[CH:3]=[CH:4][C:5]2[N:6]([CH2:22][CH3:23])[C:7](=[O:15])[N:8]([CH2:13][CH3:14])[C:9](=[O:12])[C:10]=2[N:11]=1, predict the reactants needed to synthesize it. The reactants are: [Br:1][C:2]1[CH:3]=[CH:4][C:5]2[NH:6][C:7](=[O:15])[N:8]([CH2:13][CH3:14])[C:9](=[O:12])[C:10]=2[N:11]=1.C(=O)([O-])[O-].[K+].[K+].[CH2:22](I)[CH3:23].